Dataset: Forward reaction prediction with 1.9M reactions from USPTO patents (1976-2016). Task: Predict the product of the given reaction. Given the reactants [CH:1]([O:4][C:5]([N:7]1[CH:12]([CH2:13][CH3:14])[CH2:11][CH:10]([NH:15]CC2C=CC=CC=2)[CH2:9][CH:8]1[CH2:23][CH3:24])=[O:6])([CH3:3])[CH3:2], predict the reaction product. The product is: [CH:1]([O:4][C:5]([N:7]1[CH:12]([CH2:13][CH3:14])[CH2:11][CH:10]([NH2:15])[CH2:9][CH:8]1[CH2:23][CH3:24])=[O:6])([CH3:2])[CH3:3].